From a dataset of TCR-epitope binding with 47,182 pairs between 192 epitopes and 23,139 TCRs. Binary Classification. Given a T-cell receptor sequence (or CDR3 region) and an epitope sequence, predict whether binding occurs between them. (1) The TCR CDR3 sequence is CATSDPPGTASNEQFF. Result: 1 (the TCR binds to the epitope). The epitope is WICLLQFAY. (2) The epitope is FSKQLQQSM. The TCR CDR3 sequence is CASSVDKGGVDEQFF. Result: 0 (the TCR does not bind to the epitope).